From a dataset of Retrosynthesis with 50K atom-mapped reactions and 10 reaction types from USPTO. Predict the reactants needed to synthesize the given product. (1) The reactants are: CC(=O)Cl.NC1(c2nc(NCc3ccccn3)c3c(-c4ccccc4)ccn3n2)CC1. Given the product CC(=O)NC1(c2nc(NCc3ccccn3)c3c(-c4ccccc4)ccn3n2)CC1, predict the reactants needed to synthesize it. (2) Given the product Cn1nc(OCc2c(-c3ccc(Cl)cc3)noc2CO)cc1C(=O)NC1CC1, predict the reactants needed to synthesize it. The reactants are: COC(=O)c1cc(OCc2c(-c3ccc(Cl)cc3)noc2CO)nn1C.NC1CC1.